The task is: Predict the product of the given reaction.. This data is from Forward reaction prediction with 1.9M reactions from USPTO patents (1976-2016). Given the reactants [Cl:1][C:2]1[N:7]=[C:6]([Cl:8])[C:5]([N+:9]([O-:11])=[O:10])=[C:4](Cl)[N:3]=1.CC[N:15]([CH2:18][CH3:19])[CH2:16][CH3:17].C[CH2:21][O:22]C(C)=O, predict the reaction product. The product is: [Cl:1][C:2]1[N:3]=[C:4]([N:15]2[CH2:16][CH2:17][O:22][CH2:21][C@@H:18]2[CH3:19])[C:5]([N+:9]([O-:11])=[O:10])=[C:6]([Cl:8])[N:7]=1.